From a dataset of Catalyst prediction with 721,799 reactions and 888 catalyst types from USPTO. Predict which catalyst facilitates the given reaction. Reactant: [Br-].[CH3:2][C:3]1[CH:29]=[CH:28][C:27]([CH3:30])=[CH:26][C:4]=1[CH2:5][P+](C1C=CC=CC=1)(C1C=CC=CC=1)C1C=CC=CC=1C.CC(C)([O-])C.[K+].C1OCCOCCOCCOCCOCCOC1.[O:55]=[C:56]1[C:64]2[C:59](=[CH:60][CH:61]=[CH:62][CH:63]=2)[C:58](=[O:65])[N:57]1[CH2:66][CH2:67][CH2:68][C:69]1[CH:70]=[C:71]([CH:74]=[CH:75][CH:76]=1)[CH:72]=O. Product: [CH3:2][C:3]1[CH:29]=[CH:28][C:27]([CH3:30])=[CH:26][C:4]=1/[CH:5]=[CH:72]/[C:71]1[CH:70]=[C:69]([CH2:68][CH2:67][CH2:66][N:57]2[C:58](=[O:65])[C:59]3[C:64](=[CH:63][CH:62]=[CH:61][CH:60]=3)[C:56]2=[O:55])[CH:76]=[CH:75][CH:74]=1. The catalyst class is: 76.